Dataset: Forward reaction prediction with 1.9M reactions from USPTO patents (1976-2016). Task: Predict the product of the given reaction. (1) The product is: [Br:1][C:2]1[C:3]([CH3:12])=[CH:4][C:5]2[N:6]([C:8]([C:18]3[CH:19]=[CH:20][C:15]([C:13]#[N:14])=[CH:16][CH:17]=3)=[CH:9][N:10]=2)[CH:7]=1. Given the reactants [Br:1][C:2]1[C:3]([CH3:12])=[CH:4][C:5]2[N:6]([C:8](I)=[CH:9][N:10]=2)[CH:7]=1.[C:13]([C:15]1[CH:20]=[CH:19][C:18](B(O)O)=[CH:17][CH:16]=1)#[N:14].[O-]P([O-])([O-])=O.[K+].[K+].[K+], predict the reaction product. (2) Given the reactants [CH2:1]([O:3][C:4](=[O:22])[CH2:5][C:6]1[CH:11]=[CH:10][CH:9]=[C:8]([O:12][C:13]2[CH:18]=[CH:17][C:16]([Br:19])=[CH:15][C:14]=2[CH2:20]Br)[CH:7]=1)[CH3:2].[C:23]1([CH2:29][CH2:30][SH:31])[CH:28]=[CH:27][CH:26]=[CH:25][CH:24]=1, predict the reaction product. The product is: [CH2:1]([O:3][C:4](=[O:22])[CH2:5][C:6]1[CH:11]=[CH:10][CH:9]=[C:8]([O:12][C:13]2[CH:18]=[CH:17][C:16]([Br:19])=[CH:15][C:14]=2[CH2:20][S:31][CH2:30][CH2:29][C:23]2[CH:28]=[CH:27][CH:26]=[CH:25][CH:24]=2)[CH:7]=1)[CH3:2]. (3) Given the reactants [N:1]1[C:10]2[C:5](=[CH:6][C:7]([CH2:11][OH:12])=[CH:8][CH:9]=2)[CH:4]=[CH:3][CH:2]=1.C[N+]1([O-])CCOCC1, predict the reaction product. The product is: [N:1]1[C:10]2[C:5](=[CH:6][C:7]([CH:11]=[O:12])=[CH:8][CH:9]=2)[CH:4]=[CH:3][CH:2]=1. (4) Given the reactants C[O:2][C:3]1[CH:8]=[C:7]([S:9][CH3:10])[C:6]([O:11]C)=[CH:5][C:4]=1[NH:13][C:14]1[C:23]2[C:18](=[CH:19][C:20]([O:26][CH2:27][CH2:28][O:29][CH3:30])=[C:21]([O:24][CH3:25])[CH:22]=2)[N:17]=[CH:16][N:15]=1.O=[N+]([O-])[O-].[O-][N+](=O)[O-].[O-][N+](=O)[O-].[O-][N+](=O)[O-].[O-][N+](=O)[O-].[O-][N+](=O)[O-].[Ce+4].[NH4+].[NH4+], predict the reaction product. The product is: [CH3:25][O:24][C:21]1[CH:22]=[C:23]2[C:18](=[CH:19][C:20]=1[O:26][CH2:27][CH2:28][O:29][CH3:30])[N:17]=[CH:16][N:15]=[C:14]2[NH:13][C:4]1[C:3]([CH:8]=[C:7]([S:9][CH3:10])[C:6](=[O:11])[CH:5]=1)=[O:2]. (5) Given the reactants [NH2:1][C:2]1[C:3]([F:22])=[CH:4][C:5]([CH3:21])=[C:6]([C:8]2[C:9](=[O:20])[N:10]([CH3:19])[C:11]3[C:16]([CH:17]=2)=[CH:15][N:14]=[C:13](Cl)[CH:12]=3)[CH:7]=1.[CH3:23][O:24][C:25]1[CH:33]=[CH:32][C:28]([CH2:29][NH:30][CH3:31])=[CH:27][CH:26]=1.C1CCN2C(=NCCC2)CC1, predict the reaction product. The product is: [CH3:23][O:24][C:25]1[CH:33]=[CH:32][C:28]([CH2:29][N:30]([CH3:31])[C:13]2[CH:12]=[C:11]3[C:16]([CH:17]=[C:8]([C:6]4[CH:7]=[C:2]([NH2:1])[C:3]([F:22])=[CH:4][C:5]=4[CH3:21])[C:9](=[O:20])[N:10]3[CH3:19])=[CH:15][N:14]=2)=[CH:27][CH:26]=1.